This data is from Reaction yield outcomes from USPTO patents with 853,638 reactions. The task is: Predict the reaction yield, written as a fraction of the theoretical maximum amount of product (1.0 means a 100% yield; for example, 0.34 means a 34% yield). (1) The reactants are C([O:4][C:5]1[C:16]([O:17][CH3:18])=[C:15]([NH:19][C:20](=[O:74])[C:21]2[CH:26]=[CH:25][C:24]([NH:27][C:28](=[O:67])[C:29]3[CH:34]=[CH:33][C:32]([NH:35][C:36](=[O:66])[C@@H:37]([NH:41][C:42](=[O:65])[C:43]4[CH:48]=[CH:47][C:46]([NH:49][C:50](=[O:64])/[C:51](/[CH3:63])=[CH:52]/[C:53]5[CH:58]=[CH:57][C:56]([O:59]CC=C)=[CH:55][CH:54]=5)=[CH:45][CH:44]=4)[CH2:38][C:39]#[N:40])=[CH:31][CH:30]=3)=[C:23]([O:68][CH3:69])[C:22]=2[O:70]CC=C)[CH:14]=[CH:13][C:6]=1[C:7]([O:9]CC=C)=[O:8])C=C.C1([SiH3])C=CC=CC=1.CC(O)=O. The catalyst is C1COCC1. The product is [C:39]([CH2:38][C@H:37]([NH:41][C:42](=[O:65])[C:43]1[CH:48]=[CH:47][C:46]([NH:49][C:50](=[O:64])/[C:51](/[CH3:63])=[CH:52]/[C:53]2[CH:54]=[CH:55][C:56]([OH:59])=[CH:57][CH:58]=2)=[CH:45][CH:44]=1)[C:36]([NH:35][C:32]1[CH:33]=[CH:34][C:29]([C:28]([NH:27][C:24]2[CH:25]=[CH:26][C:21]([C:20]([NH:19][C:15]3[CH:14]=[CH:13][C:6]([C:7]([OH:9])=[O:8])=[C:5]([OH:4])[C:16]=3[O:17][CH3:18])=[O:74])=[C:22]([OH:70])[C:23]=2[O:68][CH3:69])=[O:67])=[CH:30][CH:31]=1)=[O:66])#[N:40]. The yield is 0.480. (2) The reactants are [C:1](=[O:4])([O-])[O-].[K+].[K+].CI.[Br:9][C:10]1[CH:15]=[CH:14][CH:13]=[C:12]([N+:16]([O-])=O)[C:11]=1O.[Cl-].[NH4+]. The catalyst is CN(C=O)C.CCOC(C)=O.[Zn]. The product is [Br:9][C:10]1[C:11]([O:4][CH3:1])=[C:12]([CH:13]=[CH:14][CH:15]=1)[NH2:16]. The yield is 0.970. (3) The reactants are [CH2:1]([N:3]([CH:13]1[CH2:18][CH2:17][O:16][CH2:15][CH2:14]1)[C:4]1[S:8][CH:7]=[C:6]([C:9]([OH:11])=[O:10])[C:5]=1[CH3:12])[CH3:2].C1C(=O)N([Br:26])C(=O)C1. The catalyst is CN(C=O)C.O. The product is [Br:26][C:7]1[S:8][C:4]([N:3]([CH2:1][CH3:2])[CH:13]2[CH2:14][CH2:15][O:16][CH2:17][CH2:18]2)=[C:5]([CH3:12])[C:6]=1[C:9]([OH:11])=[O:10]. The yield is 0.860. (4) The reactants are [CH3:1][N:2]1[CH2:7][CH2:6][NH:5][CH2:4][CH2:3]1.Br[C:9]1[CH:10]=[C:11]([N+:16]([O-:18])=[O:17])[C:12]([CH3:15])=[N:13][CH:14]=1.C1(P(C2C=CC=CC=2)C2C3OC4C(=CC=CC=4P(C4C=CC=CC=4)C4C=CC=CC=4)C(C)(C)C=3C=CC=2)C=CC=CC=1.C(=O)([O-])[O-].[Cs+].[Cs+]. The catalyst is O1CCOCC1.C1C=CC(/C=C/C(/C=C/C2C=CC=CC=2)=O)=CC=1.C1C=CC(/C=C/C(/C=C/C2C=CC=CC=2)=O)=CC=1.C1C=CC(/C=C/C(/C=C/C2C=CC=CC=2)=O)=CC=1.[Pd].[Pd]. The product is [CH3:1][N:2]1[CH2:7][CH2:6][N:5]([C:9]2[CH:14]=[N:13][C:12]([CH3:15])=[C:11]([N+:16]([O-:18])=[O:17])[CH:10]=2)[CH2:4][CH2:3]1. The yield is 0.710. (5) The reactants are [O:1]1[CH2:6][CH2:5][N:4]([C:7]2[N:12]3[N:13]=[CH:14][CH:15]=[C:11]3[N:10]=[C:9]([NH:16][C:17]([C:19]3[CH:24]=[CH:23][C:22]([C:25]4([C:28]([O:30]C)=[O:29])[CH2:27][CH2:26]4)=[CH:21][CH:20]=3)=[O:18])[CH:8]=2)[CH2:3][CH2:2]1.[OH-].[Na+].Cl. The catalyst is CO. The product is [O:1]1[CH2:2][CH2:3][N:4]([C:7]2[N:12]3[N:13]=[CH:14][CH:15]=[C:11]3[N:10]=[C:9]([NH:16][C:17]([C:19]3[CH:20]=[CH:21][C:22]([C:25]4([C:28]([OH:30])=[O:29])[CH2:26][CH2:27]4)=[CH:23][CH:24]=3)=[O:18])[CH:8]=2)[CH2:5][CH2:6]1. The yield is 0.230. (6) The reactants are [CH2:1]([S:4](Cl)(=[O:6])=[O:5])[CH2:2][CH3:3].[NH2:8][C:9]1[C:10]([F:19])=[C:11]([C:15]([F:18])=[CH:16][CH:17]=1)[C:12]([OH:14])=[O:13].C(N([CH2:25][CH3:26])CC)C. The catalyst is C(Cl)Cl. The product is [F:19][C:10]1[C:9]([N:8]([S:4]([CH2:1][CH2:25][CH3:26])(=[O:6])=[O:5])[S:4]([CH2:1][CH2:2][CH3:3])(=[O:6])=[O:5])=[CH:17][CH:16]=[C:15]([F:18])[C:11]=1[C:12]([OH:14])=[O:13]. The yield is 0.740. (7) The reactants are [C:1]([N:4]1[CH2:9][CH2:8][O:7][C:6]2[CH:10]=[CH:11][C:12]([C:14]3[S:15][C:16](Cl)=[C:17]([C:19]([O:21][CH2:22][CH3:23])=[O:20])[N:18]=3)=[CH:13][C:5]1=2)(=[O:3])[CH3:2].[CH3:25][NH:26][CH2:27][CH2:28][O:29][C:30]1[CH:35]=[CH:34][CH:33]=[CH:32][CH:31]=1. The catalyst is CN(C=O)C. The product is [C:1]([N:4]1[CH2:9][CH2:8][O:7][C:6]2[CH:10]=[CH:11][C:12]([C:14]3[S:15][C:16]([N:26]([CH3:25])[CH2:27][CH2:28][O:29][C:30]4[CH:35]=[CH:34][CH:33]=[CH:32][CH:31]=4)=[C:17]([C:19]([O:21][CH2:22][CH3:23])=[O:20])[N:18]=3)=[CH:13][C:5]1=2)(=[O:3])[CH3:2]. The yield is 0.520. (8) The reactants are FC1C=CC(CN2C(=O)C(COS(C)(=O)=O)=CC(C3C=CC4OCCC=4C=3)=N2)=CC=1.[O:31]1[C:35]2[CH:36]=[CH:37][C:38]([C:40]3[CH:41]=[C:42]([C:47]([O:49]C)=[O:48])[C:43](=[O:46])[NH:44][N:45]=3)=[CH:39][C:34]=2[CH2:33][CH2:32]1.[Cl:51][C:52]1[CH:59]=[CH:58][C:55]([CH2:56]Cl)=[CH:54][CH:53]=1. No catalyst specified. The product is [C:47]([C:42]1[C:43](=[O:46])[N:44]([CH2:56][C:55]2[CH:58]=[CH:59][C:52]([Cl:51])=[CH:53][CH:54]=2)[N:45]=[C:40]([C:38]2[CH:37]=[CH:36][C:35]3[O:31][CH2:32][CH2:33][C:34]=3[CH:39]=2)[CH:41]=1)([OH:49])=[O:48]. The yield is 0.893. (9) The reactants are C([Li])CCC.[Cl:6][C:7]1[CH:12]=[CH:11][C:10]([NH:13][CH3:14])=[CH:9][C:8]=1[F:15].CC([O-])(C)C.[K+].[C:22](=[O:24])=[O:23]. The catalyst is C1COCC1.O. The product is [Cl:6][C:7]1[C:8]([F:15])=[C:9]([C:10]([NH:13][CH3:14])=[CH:11][CH:12]=1)[C:22]([OH:24])=[O:23]. The yield is 0.110. (10) The reactants are [N+:1]([C:4]1[CH:5]=[CH:6][C:7]([O:10][C:11]2[CH:12]=[C:13]3[C:18](=[CH:19][CH:20]=2)[O:17][CH:16]([C:21]2[CH:26]=[CH:25][CH:24]=[C:23]([O:27]CC4C=CC=CC=4)[CH:22]=2)[CH2:15][CH2:14]3)=[N:8][CH:9]=1)([O-])=O. The catalyst is [Pd].C(O)C. The product is [NH2:1][C:4]1[CH:5]=[CH:6][C:7]([O:10][C:11]2[CH:12]=[C:13]3[C:18](=[CH:19][CH:20]=2)[O:17][CH:16]([C:21]2[CH:22]=[C:23]([OH:27])[CH:24]=[CH:25][CH:26]=2)[CH2:15][CH2:14]3)=[N:8][CH:9]=1. The yield is 1.00.